Dataset: Reaction yield outcomes from USPTO patents with 853,638 reactions. Task: Predict the reaction yield, written as a fraction of the theoretical maximum amount of product (1.0 means a 100% yield; for example, 0.34 means a 34% yield). (1) The reactants are [Br:1][C:2]1[CH:10]=[C:9]([C:11]([F:14])([F:13])[F:12])[CH:8]=[CH:7][C:3]=1[C:4]([OH:6])=[O:5].[C:15](=O)([O-])[O-].[K+].[K+].CI.O. The catalyst is CN(C=O)C. The product is [CH3:15][O:5][C:4](=[O:6])[C:3]1[CH:7]=[CH:8][C:9]([C:11]([F:12])([F:13])[F:14])=[CH:10][C:2]=1[Br:1]. The yield is 0.830. (2) The reactants are [Br:1][C:2]1[C:10]2[N:9]=[C:8]([CH3:11])[NH:7][C:6]=2[CH:5]=[C:4]([N:12]2[CH2:17][CH2:16][O:15][CH2:14][CH2:13]2)[CH:3]=1.Br[CH2:19][C:20]1[CH:25]=[CH:24][CH:23]=[CH:22][C:21]=1[CH3:26].C(=O)([O-])[O-].[K+].[K+].O. The catalyst is CN(C)C=O. The product is [Br:1][C:2]1[C:10]2[N:9]=[C:8]([CH3:11])[N:7]([CH2:19][C:20]3[CH:25]=[CH:24][CH:23]=[CH:22][C:21]=3[CH3:26])[C:6]=2[CH:5]=[C:4]([N:12]2[CH2:17][CH2:16][O:15][CH2:14][CH2:13]2)[CH:3]=1. The yield is 0.770. (3) The reactants are [C:1]([O:5][C:6]([N:8]1[CH2:13][C@@H:12]([CH3:14])[N:11]([CH2:15][CH2:16][CH2:17][NH:18][CH:19]2[CH2:28][C:27]3[C:22](=[CH:23][CH:24]=[C:25]([Br:29])[CH:26]=3)[O:21][CH2:20]2)[CH2:10][C@@H:9]1[CH3:30])=[O:7])([CH3:4])([CH3:3])[CH3:2].[Cl:31][C:32]1[CH:33]=[C:34]([N:39]=[C:40]=[O:41])[CH:35]=[CH:36][C:37]=1[F:38]. The catalyst is C(Cl)Cl. The product is [C:1]([O:5][C:6]([N:8]1[CH2:13][C@@H:12]([CH3:14])[N:11]([CH2:15][CH2:16][CH2:17][N:18]([CH:19]2[CH2:28][C:27]3[C:22](=[CH:23][CH:24]=[C:25]([Br:29])[CH:26]=3)[O:21][CH2:20]2)[C:40]([NH:39][C:34]2[CH:35]=[CH:36][C:37]([F:38])=[C:32]([Cl:31])[CH:33]=2)=[O:41])[CH2:10][C@@H:9]1[CH3:30])=[O:7])([CH3:2])([CH3:3])[CH3:4]. The yield is 0.290. (4) The reactants are [CH3:1][O:2][C:3]1[CH:12]=[CH:11][C:10]2[NH:9][C:8](=[O:13])[C:7]3[S:14][CH:15]=[CH:16][C:6]=3[C:5]=2[C:4]=1/[CH:17]=[CH:18]/[CH2:19][N:20]1[CH2:25][CH2:24][CH:23]([NH:26]C(=O)OC(C)(C)C)[CH2:22][CH2:21]1.C(O)(C(F)(F)F)=O. No catalyst specified. The product is [NH2:26][CH:23]1[CH2:22][CH2:21][N:20]([CH2:19]/[CH:18]=[CH:17]/[C:4]2[C:5]3[C:6]4[CH:16]=[CH:15][S:14][C:7]=4[C:8](=[O:13])[NH:9][C:10]=3[CH:11]=[CH:12][C:3]=2[O:2][CH3:1])[CH2:25][CH2:24]1. The yield is 0.860. (5) The reactants are [NH2:1][CH2:2][CH2:3][CH2:4][CH2:5][CH2:6][C:7]([OH:9])=[O:8].[C:10]1(=O)[O:15][C:13](=[O:14])[C:12]2=[CH:16][CH:17]=[CH:18][CH:19]=[C:11]12.C(N(CC)CC)C. The catalyst is C1(C)C=CC=CC=1. The product is [O:14]=[C:13]1[C:12]2[C:11](=[CH:19][CH:18]=[CH:17][CH:16]=2)[C:10](=[O:15])[N:1]1[CH2:2][CH2:3][CH2:4][CH2:5][CH2:6][C:7]([OH:9])=[O:8]. The yield is 0.930. (6) The reactants are [C:1]([O:5][C:6]([N:8]1[CH2:12][CH2:11][CH2:10][C@H:9]1[CH2:13][O:14][C:15]1[CH:20]=[CH:19][C:18]([O:21]CC2C=CC=CC=2)=[CH:17][CH:16]=1)=[O:7])([CH3:4])([CH3:3])[CH3:2]. The catalyst is CCO.C1COCC1.[Pd]. The product is [C:1]([O:5][C:6]([N:8]1[CH2:12][CH2:11][CH2:10][C@H:9]1[CH2:13][O:14][C:15]1[CH:20]=[CH:19][C:18]([OH:21])=[CH:17][CH:16]=1)=[O:7])([CH3:4])([CH3:2])[CH3:3]. The yield is 0.700. (7) The reactants are [F:1][C:2]1[CH:3]=[CH:4][C:5]([O:10][C:11]2[CH:12]=[C:13]3[C:17](=[CH:18][CH:19]=2)[NH:16][N:15]=[CH:14]3)=[C:6]([CH:9]=1)[C:7]#[N:8].[H-].[Na+].[CH3:22][C:23]1([CH3:26])[CH2:25][O:24]1. The catalyst is CN(C=O)C.CCOCC. The product is [F:1][C:2]1[CH:3]=[CH:4][C:5]([O:10][C:11]2[CH:12]=[C:13]3[C:17](=[CH:18][CH:19]=2)[N:16]([CH2:22][C:23]([OH:24])([CH3:26])[CH3:25])[N:15]=[CH:14]3)=[C:6]([CH:9]=1)[C:7]#[N:8]. The yield is 0.470.